From a dataset of Forward reaction prediction with 1.9M reactions from USPTO patents (1976-2016). Predict the product of the given reaction. Given the reactants [Br:1][C:2]1[CH:7]=[C:6]([CH2:8][OH:9])[CH:5]=[C:4]([CH3:10])[N:3]=1.CCN(C(C)C)C(C)C.[CH3:20][S:21](Cl)(=[O:23])=[O:22], predict the reaction product. The product is: [Br:1][C:2]1[CH:7]=[C:6]([CH2:8][O:9][S:21]([CH3:20])(=[O:23])=[O:22])[CH:5]=[C:4]([CH3:10])[N:3]=1.